Dataset: Full USPTO retrosynthesis dataset with 1.9M reactions from patents (1976-2016). Task: Predict the reactants needed to synthesize the given product. (1) Given the product [CH3:15][NH:16][CH:17]([CH2:19]/[CH:20]=[CH:21]/[C:22]1[CH:23]=[N:24][CH:25]=[CH:26][CH:27]=1)[CH3:18], predict the reactants needed to synthesize it. The reactants are: O=C(O)[C@@H]([C@H]([C@H]([C@@H](C(O)=O)O)O)O)O.[CH3:15][NH:16][CH:17]([CH2:19]/[CH:20]=[CH:21]/[C:22]1[CH:23]=[N:24][CH:25]=[CH:26][CH:27]=1)[CH3:18].[CH3:15][NH:16][CH:17]([CH2:19]/[CH:20]=[CH:21]/[C:22]1[CH:23]=[N:24][CH:25]=[CH:26][CH:27]=1)[CH3:18].C([O-])([O-])=O.[K+].[K+].[Na+].[Cl-]. (2) The reactants are: [Br:1][CH2:2][C:3]1[CH:8]=[C:7]([N+:9]([O-:11])=[O:10])[CH:6]=[CH:5][C:4]=1[F:12].[C:13]1([P:19]([C:26]2[CH:31]=[CH:30][CH:29]=[CH:28][CH:27]=2)[C:20]2[CH:25]=[CH:24][CH:23]=[CH:22][CH:21]=2)[CH:18]=[CH:17][CH:16]=[CH:15][CH:14]=1. Given the product [Br-:1].[F:12][C:4]1[CH:5]=[CH:6][C:7]([N+:9]([O-:11])=[O:10])=[CH:8][C:3]=1[CH2:2][P+:19]([C:20]1[CH:21]=[CH:22][CH:23]=[CH:24][CH:25]=1)([C:26]1[CH:31]=[CH:30][CH:29]=[CH:28][CH:27]=1)[C:13]1[CH:14]=[CH:15][CH:16]=[CH:17][CH:18]=1, predict the reactants needed to synthesize it.